The task is: Regression/Classification. Given an antibody's heavy chain and light chain sequences, predict its developability. TAP uses regression for 5 developability metrics; SAbDab uses binary classification.. This data is from Antibody developability classification from SAbDab with 2,409 antibodies. The antibody is ['EVQLVESGGGLVQPGRSLRLSCAASGFTFDDYAMHWVRQAPGKGLEWVSGISWNSGSIGYADSVKGRFTISRDNAKNSLYLQMNSLRAEDTALYYCAKDSPRGELPFDYWGQGTLVTVSS', 'SYELTQPPSVSVSPGQTARITCSGDALPKKYAYWYQQKSGQAPVLVIYEDSKRPSGIPERFSGSSSGTMATLTISGAQVEDEADYYCYSTDSSGNHRVFGGGTKLTVL']. Result: 0 (not developable).